Dataset: Experimentally validated miRNA-target interactions with 360,000+ pairs, plus equal number of negative samples. Task: Binary Classification. Given a miRNA mature sequence and a target amino acid sequence, predict their likelihood of interaction. The miRNA is hsa-miR-450a-2-3p with sequence AUUGGGGACAUUUUGCAUUCAU. The protein sequence of the target gene is MSGPLEGADGGGDPRPGESFCPGGVPSPGPPQHRPCPGPSLADDTDANSNGSSGNESNGHESRGASQRSSHSSSSGNGKDSALLETTESSKSTNSQSPSPPSSSIAYSLLSASSEQDNPSTSGCSSEQSARARTQKELMTALRELKLRLPPERRGKGRSGTLATLQYALACVKQVQANQEYYQQWSLEEGEPCSMDMSTYTLEELEHITSEYTLQNQDTFSVAVSFLTGRIVYISEQAAVLLRCKRDVFRGTRFSELLAPQDVGVFYGSTAPSRLPTWGTGASAGSGLRDFTQEKSVFCR.... Result: 1 (interaction).